From a dataset of NCI-60 drug combinations with 297,098 pairs across 59 cell lines. Regression. Given two drug SMILES strings and cell line genomic features, predict the synergy score measuring deviation from expected non-interaction effect. Drug 1: CC1=CC2C(CCC3(C2CCC3(C(=O)C)OC(=O)C)C)C4(C1=CC(=O)CC4)C. Drug 2: CN(C)N=NC1=C(NC=N1)C(=O)N. Cell line: MDA-MB-231. Synergy scores: CSS=-7.14, Synergy_ZIP=7.10, Synergy_Bliss=8.31, Synergy_Loewe=-4.47, Synergy_HSA=-3.15.